From a dataset of Full USPTO retrosynthesis dataset with 1.9M reactions from patents (1976-2016). Predict the reactants needed to synthesize the given product. (1) Given the product [CH3:15][NH:16][S:11]([C:8]1[CH:9]=[CH:10][C:5]([NH:4][C:1](=[O:3])[CH3:2])=[CH:6][CH:7]=1)(=[O:13])=[O:12], predict the reactants needed to synthesize it. The reactants are: [C:1]([NH:4][C:5]1[CH:10]=[CH:9][C:8]([S:11](Cl)(=[O:13])=[O:12])=[CH:7][CH:6]=1)(=[O:3])[CH3:2].[CH3:15][NH2:16]. (2) Given the product [Br:8][C:3]1[C:4]([CH3:7])=[N:5][O:6][C:2]=1[NH:1][S:22]([C:20]1[S:21][C:17]([C:13]2[CH:14]=[CH:15][CH:16]=[C:11]([O:10][CH3:9])[CH:12]=2)=[CH:18][CH:19]=1)(=[O:23])=[O:24], predict the reactants needed to synthesize it. The reactants are: [NH2:1][C:2]1[O:6][N:5]=[C:4]([CH3:7])[C:3]=1[Br:8].[CH3:9][O:10][C:11]1[CH:12]=[C:13]([C:17]2[S:21][C:20]([S:22](Cl)(=[O:24])=[O:23])=[CH:19][CH:18]=2)[CH:14]=[CH:15][CH:16]=1. (3) Given the product [F:30][C:27]([F:28])([F:29])[C:25]1[CH:24]=[C:23]([C:31]2[CH:32]=[N:33][C:34]([C:37]([F:40])([F:39])[F:38])=[CH:35][CH:36]=2)[N:22]=[C:21]([C:19]2[CH:18]=[CH:17][N:16]=[C:15]([C:11]3[CH:10]=[C:9]([S:6]([NH2:5])(=[O:8])=[O:7])[CH:14]=[CH:13][CH:12]=3)[CH:20]=2)[N:26]=1, predict the reactants needed to synthesize it. The reactants are: C([NH:5][S:6]([C:9]1[CH:14]=[CH:13][CH:12]=[C:11]([C:15]2[CH:20]=[C:19]([C:21]3[N:26]=[C:25]([C:27]([F:30])([F:29])[F:28])[CH:24]=[C:23]([C:31]4[CH:32]=[N:33][C:34]([C:37]([F:40])([F:39])[F:38])=[CH:35][CH:36]=4)[N:22]=3)[CH:18]=[CH:17][N:16]=2)[CH:10]=1)(=[O:8])=[O:7])(C)(C)C.C(O)(C(F)(F)F)=O. (4) Given the product [Br:1][C:2]1[C:3]([F:14])=[CH:4][CH:5]=[C:6]2[C:11]=1[N:10]=[C:9]([NH:19][C:15]([CH3:18])([CH3:17])[CH3:16])[C:8]([CH3:13])=[N:7]2, predict the reactants needed to synthesize it. The reactants are: [Br:1][C:2]1[C:3]([F:14])=[CH:4][CH:5]=[C:6]2[C:11]=1[NH:10][C:9](=O)[C:8]([CH3:13])=[N:7]2.[C:15]([NH2:19])([CH3:18])([CH3:17])[CH3:16]. (5) Given the product [CH3:9][C:4]1[C:3]2[C:10]([C:12]3[CH:17]=[CH:16][C:15]([CH3:18])=[CH:14][CH:13]=3)=[N:20][NH:21][C:2]=2[CH:7]=[C:6]([CH3:8])[N:5]=1, predict the reactants needed to synthesize it. The reactants are: Cl[C:2]1[CH:7]=[C:6]([CH3:8])[N:5]=[C:4]([CH3:9])[C:3]=1[C:10]([C:12]1[CH:17]=[CH:16][C:15]([CH3:18])=[CH:14][CH:13]=1)=O.O.[NH2:20][NH2:21]. (6) Given the product [N:35]1[CH:34]=[CH:33][CH:32]=[CH:31][C:30]=1[NH:29][C:18]([C:11]1[C:12]2[CH2:13][C@@H:14]3[CH2:17][C@@H:15]3[C:16]=2[N:9]([C:3]2[CH:4]=[CH:5][C:6]([F:8])=[CH:7][C:2]=2[F:1])[N:10]=1)=[O:20], predict the reactants needed to synthesize it. The reactants are: [F:1][C:2]1[CH:7]=[C:6]([F:8])[CH:5]=[CH:4][C:3]=1[N:9]1[C:16]2[C@H:15]3[CH2:17][C@H:14]3[CH2:13][C:12]=2[C:11]([C:18]([OH:20])=O)=[N:10]1.CN(C(O[N:29]1N=N[C:31]2[CH:32]=[CH:33][CH:34]=[N:35][C:30]1=2)=[N+](C)C)C.F[P-](F)(F)(F)(F)F.CCN(CC)CC.N1C=CC=CC=1N.